From a dataset of Catalyst prediction with 721,799 reactions and 888 catalyst types from USPTO. Predict which catalyst facilitates the given reaction. (1) Reactant: [Cl:1][C:2]1[C:3]([N:32]2[CH2:37][CH2:36][N:35]([C:38]3[CH:43]=[CH:42][CH:41]=[CH:40][C:39]=3[C:44]#[N:45])[CH2:34][CH2:33]2)=[C:4]([F:31])[CH:5]=[C:6]2[C:11]=1[N:10]([C:12]1[CH:17]=[CH:16][C:15]([CH2:18][N:19]3[CH2:23][CH2:22][CH2:21][CH2:20]3)=[CH:14][C:13]=1[F:24])[CH:9]=[C:8]([C:25]([O:27]CC)=[O:26])[C:7]2=[O:30].Cl.O. Product: [Cl:1][C:2]1[C:3]([N:32]2[CH2:37][CH2:36][N:35]([C:38]3[CH:43]=[CH:42][CH:41]=[CH:40][C:39]=3[C:44]#[N:45])[CH2:34][CH2:33]2)=[C:4]([F:31])[CH:5]=[C:6]2[C:11]=1[N:10]([C:12]1[CH:17]=[CH:16][C:15]([CH2:18][N:19]3[CH2:20][CH2:21][CH2:22][CH2:23]3)=[CH:14][C:13]=1[F:24])[CH:9]=[C:8]([C:25]([OH:27])=[O:26])[C:7]2=[O:30]. The catalyst class is: 32. (2) Reactant: C(O[C:5]1([C:14]#[C:15][C:16]2[CH:21]=[CH:20][CH:19]=[CH:18][C:17]=2[O:22][CH3:23])[CH:13]=[C:9]([C:10]([OH:12])=O)[CH:8]=[CH:7][CH2:6]1)(C)C.[NH2:24][CH:25]([CH2:28][C:29]1[C:37]2[C:32](=[N:33][CH:34]=[CH:35][CH:36]=2)[NH:31][CH:30]=1)[CH2:26][OH:27].C1C=CC2N([OH:47])N=NC=2C=1.CCN=C=N[CH2:53][CH2:54][CH2:55]N(C)C. The catalyst class is: 18. Product: [OH:27][CH2:26][CH:25]([NH:24][C:10](=[O:12])[C:9]1[CH:13]=[C:5]([C:14]#[C:15][C:16]2[CH:21]=[CH:20][CH:19]=[CH:18][C:17]=2[O:22][CH3:23])[CH:6]=[CH:7][C:8]=1[O:47][CH:54]([CH3:55])[CH3:53])[CH2:28][C:29]1[C:37]2[C:32](=[N:33][CH:34]=[CH:35][CH:36]=2)[NH:31][CH:30]=1. (3) Reactant: [Br:1][C:2]1[CH:3]=[C:4]2[C:9](=[CH:10][CH:11]=1)[NH:8][C:7](=[O:12])[CH:6]=[C:5]2[OH:13].ClC1C2C(=CC=C(C(C3N(C)C(C)=NC=3)O)C=2)N=C(OC)C=1CC1C=NC(C(F)(F)F)=CC=1.[F:47][C:48]([F:59])([F:58])[O:49][C:50]1[CH:57]=[CH:56][C:53]([CH:54]=O)=[CH:52][CH:51]=1.CC1NC(C)=C(C(OCC)=O)CC=1C(OCC)=O. The catalyst class is: 17. Product: [Br:1][C:2]1[CH:3]=[C:4]2[C:9](=[CH:10][CH:11]=1)[NH:8][C:7](=[O:12])[C:6]([CH2:54][C:53]1[CH:56]=[CH:57][C:50]([O:49][C:48]([F:47])([F:58])[F:59])=[CH:51][CH:52]=1)=[C:5]2[OH:13]. (4) The catalyst class is: 193. Reactant: C([O:3][C:4](=[O:34])[CH2:5][CH2:6][C:7]1[C:8]([O:14][CH2:15][C:16]([N:18]2[CH2:23][C@H:22]([CH3:24])[N:21]([CH2:25][C:26]3[CH:31]=[CH:30][C:29]([F:32])=[CH:28][CH:27]=3)[CH2:20][C@H:19]2[CH3:33])=[O:17])=[N:9][CH:10]=[C:11]([Cl:13])[CH:12]=1)C.O.[OH-].[Li+].Cl.P([O-])([O-])([O-])=O. Product: [Cl:13][C:11]1[CH:12]=[C:7]([CH2:6][CH2:5][C:4]([OH:34])=[O:3])[C:8]([O:14][CH2:15][C:16]([N:18]2[CH2:23][C@H:22]([CH3:24])[N:21]([CH2:25][C:26]3[CH:31]=[CH:30][C:29]([F:32])=[CH:28][CH:27]=3)[CH2:20][C@H:19]2[CH3:33])=[O:17])=[N:9][CH:10]=1. (5) Reactant: [C:1]([N:4]1[CH2:9][CH2:8][N:7]([CH2:10][C:11]2[CH:28]=[CH:27][C:14]([O:15][CH:16]3[CH2:19][N:18](C(OC(C)(C)C)=O)[CH2:17]3)=[CH:13][CH:12]=2)[CH2:6][CH2:5]1)(=[O:3])[CH3:2].Cl. Product: [NH:18]1[CH2:17][CH:16]([O:15][C:14]2[CH:27]=[CH:28][C:11]([CH2:10][N:7]3[CH2:6][CH2:5][N:4]([C:1](=[O:3])[CH3:2])[CH2:9][CH2:8]3)=[CH:12][CH:13]=2)[CH2:19]1. The catalyst class is: 5. (6) Reactant: [Cl:1][C:2]1[CH:10]=[CH:9][CH:8]=[C:7]2[C:3]=1[CH:4]=[CH:5][NH:6]2.[F:11][C:12]([F:23])([F:22])[C:13](O[C:13](=[O:14])[C:12]([F:23])([F:22])[F:11])=[O:14]. Product: [Cl:1][C:2]1[CH:10]=[CH:9][CH:8]=[C:7]2[C:3]=1[C:4]([C:13](=[O:14])[C:12]([F:23])([F:22])[F:11])=[CH:5][NH:6]2. The catalyst class is: 3. (7) Reactant: [CH2:1]([O:8][C@H:9]1[C@H:14]([O:15][CH2:16][C:17]2[CH:22]=[CH:21][CH:20]=[CH:19][CH:18]=2)[C@@H:13]([O:23][CH2:24][C:25]2[CH:30]=[CH:29][CH:28]=[CH:27][CH:26]=2)[C@@:12]([C:33]2[CH:38]=[CH:37][C:36]([Cl:39])=[C:35]([CH2:40][C:41]3[CH:46]=[CH:45][C:44]([O:47][CH2:48][CH2:49][O:50][CH:51]4[CH2:53][CH2:52]4)=[CH:43][CH:42]=3)[CH:34]=2)([O:31][CH3:32])[O:11][C@@H:10]1[CH2:54][O:55][Si](C(C)(C)C)(C)C)[C:2]1[CH:7]=[CH:6][CH:5]=[CH:4][CH:3]=1.C(Cl)(=O)C. Product: [CH2:1]([O:8][C@H:9]1[C@H:14]([O:15][CH2:16][C:17]2[CH:18]=[CH:19][CH:20]=[CH:21][CH:22]=2)[C@@H:13]([O:23][CH2:24][C:25]2[CH:30]=[CH:29][CH:28]=[CH:27][CH:26]=2)[C@@:12]([C:33]2[CH:38]=[CH:37][C:36]([Cl:39])=[C:35]([CH2:40][C:41]3[CH:46]=[CH:45][C:44]([O:47][CH2:48][CH2:49][O:50][CH:51]4[CH2:52][CH2:53]4)=[CH:43][CH:42]=3)[CH:34]=2)([O:31][CH3:32])[O:11][C@@H:10]1[CH2:54][OH:55])[C:2]1[CH:7]=[CH:6][CH:5]=[CH:4][CH:3]=1. The catalyst class is: 5.